This data is from Peptide-MHC class I binding affinity with 185,985 pairs from IEDB/IMGT. The task is: Regression. Given a peptide amino acid sequence and an MHC pseudo amino acid sequence, predict their binding affinity value. This is MHC class I binding data. The peptide sequence is YVIKVSARV. The MHC is Mamu-B52 with pseudo-sequence Mamu-B52. The binding affinity (normalized) is 0.